From a dataset of Reaction yield outcomes from USPTO patents with 853,638 reactions. Predict the reaction yield, written as a fraction of the theoretical maximum amount of product (1.0 means a 100% yield; for example, 0.34 means a 34% yield). (1) The yield is 0.820. The product is [C:20]([C:2]1[CH:3]=[C:4]([CH:9]=[CH:10][C:11]=1[OH:12])[C:5]([O:7][CH3:8])=[O:6])(=[O:22])[CH3:21]. The reactants are Br[C:2]1[CH:3]=[C:4]([CH:9]=[CH:10][C:11]=1[OH:12])[C:5]([O:7][CH3:8])=[O:6].C(N(CC)CC)C.[CH:20]([O:22]CCCC)=[CH2:21].Cl. The catalyst is C(O)C.CCOCC.C1(P(C2C=CC=CC=2)[C-]2C=CC=C2)C=CC=CC=1.[C-]1(P(C2C=CC=CC=2)C2C=CC=CC=2)C=CC=C1.[Fe+2].C(O[Pd]OC(=O)C)(=O)C.C(Cl)Cl. (2) The reactants are C([O:5][C:6](=[O:31])[CH2:7][CH2:8][NH:9][C:10](=[O:30])[CH2:11][N:12]1[C:21]2[C:16]([C:17](=[O:23])[NH:18][C:19](=[O:22])[N:20]=2)=[N:15][C:14]2[CH:24]=[C:25]([CH3:29])[C:26]([CH3:28])=[CH:27][C:13]1=2)(C)(C)C.FC(F)(F)C(O)=O. The catalyst is C(Cl)Cl. The product is [CH3:29][C:25]1[C:26]([CH3:28])=[CH:27][C:13]2[N:12]([CH2:11][C:10]([NH:9][CH2:8][CH2:7][C:6]([OH:31])=[O:5])=[O:30])[C:21]3[C:16]([C:17](=[O:23])[NH:18][C:19](=[O:22])[N:20]=3)=[N:15][C:14]=2[CH:24]=1. The yield is 0.530.